Predict which catalyst facilitates the given reaction. From a dataset of Catalyst prediction with 721,799 reactions and 888 catalyst types from USPTO. (1) Reactant: [O:1]1[CH2:5][CH2:4][O:3][CH:2]1[CH2:6][N:7]1[CH2:12][CH2:11][CH:10]([CH2:13][CH2:14][C:15]2[C:19]3[CH:20]=[CH:21][C:22]([O:26][CH2:27][C:28]4[CH:35]=[CH:34][C:31]([C:32]#[N:33])=[CH:30][CH:29]=4)=[C:23]([CH2:24]O)[C:18]=3[O:17][N:16]=2)[CH2:9][CH2:8]1.[CH2:36]([N:38](CC)[CH2:39]C)C.CS(Cl)(=O)=O. Product: [CH3:36][N:38]([CH2:24][C:23]1[C:18]2[O:17][N:16]=[C:15]([CH2:14][CH2:13][CH:10]3[CH2:9][CH2:8][N:7]([CH2:6][CH:2]4[O:1][CH2:5][CH2:4][O:3]4)[CH2:12][CH2:11]3)[C:19]=2[CH:20]=[CH:21][C:22]=1[O:26][CH2:27][C:28]1[CH:35]=[CH:34][C:31]([C:32]#[N:33])=[CH:30][CH:29]=1)[CH3:39]. The catalyst class is: 7. (2) The catalyst class is: 5. Reactant: [I:1][C:2]1[CH:3]=[N:4][N:5]([CH3:9])[C:6]=1[CH:7]=[O:8].O.C1(C)C=CC(S(O)(=O)=O)=CC=1.[C:22]1(C)C=CC=CC=1.[C:29](=[O:32])([O-])O.[Na+]. Product: [CH3:22][O:8][CH:7]([O:32][CH3:29])[C:6]1[N:5]([CH3:9])[N:4]=[CH:3][C:2]=1[I:1].